From a dataset of Catalyst prediction with 721,799 reactions and 888 catalyst types from USPTO. Predict which catalyst facilitates the given reaction. (1) Reactant: [CH2:1]([CH:4]([NH2:8])[CH2:5][CH:6]=[CH2:7])[CH:2]=[CH2:3].[Br:9][CH2:10][CH2:11][CH2:12][CH2:13][CH2:14][CH2:15][CH2:16][CH2:17][CH2:18][CH2:19][CH2:20][CH3:21].O1CCCC1. Product: [Br-:9].[CH2:1]([CH:4]([NH2+:8][CH2:21][CH2:20][CH2:19][CH2:18][CH2:17][CH2:16][CH2:15][CH2:14][CH2:13][CH2:12][CH2:11][CH3:10])[CH2:5][CH:6]=[CH2:7])[CH:2]=[CH2:3]. The catalyst class is: 27. (2) Reactant: [CH3:1][C:2]1[CH:14]=[CH:13][C:5]([NH:6][C:7]2[CH:12]=[CH:11][CH:10]=[CH:9][N:8]=2)=[C:4]([NH2:15])[CH:3]=1.[S:16]1[CH:20]=[CH:19][CH:18]=[C:17]1/[CH:21]=[CH:22]/[C:23](Cl)=O.N1C=CC=CC=1N1C2C=CC=CC=2N=C1/C=C/C1C=CC=CC=1.[C:49]([OH:54])(=[O:53])[C:50]([OH:52])=[O:51]. Product: [C:49]([OH:54])(=[O:53])[C:50]([OH:52])=[O:51].[CH3:1][C:2]1[CH:14]=[CH:13][C:5]2[N:6]([C:7]3[CH:12]=[CH:11][CH:10]=[CH:9][N:8]=3)[C:23](/[CH:22]=[CH:21]/[C:17]3[S:16][CH:20]=[CH:19][CH:18]=3)=[N:15][C:4]=2[CH:3]=1. The catalyst class is: 13. (3) Reactant: Br[C:2]1[C:6]([Br:7])=[CH:5][S:4][C:3]=1[N+:8]([O-:10])=[O:9].[NH:11]1[CH:15]=[CH:14][N:13]=[N:12]1.C(=O)(O)[O-].[K+]. Product: [Br:7][C:6]1[C:2]([N:12]2[N:13]=[CH:14][CH:15]=[N:11]2)=[C:3]([N+:8]([O-:10])=[O:9])[S:4][CH:5]=1. The catalyst class is: 3. (4) Reactant: [OH:1][C:2]1[C:7]([O:8][CH2:9][CH2:10][O:11][CH2:12][CH2:13][O:14][CH2:15][CH2:16][O:17][CH3:18])=[CH:6][CH:5]=[CH:4][C:3]=1[C:19]1[S:20][CH2:21][C@:22]([CH3:27])([C:24]([OH:26])=[O:25])[N:23]=1.I[CH:29]([CH3:31])[CH3:30].C(N(CC)C(C)C)(C)C. Product: [OH:1][C:2]1[C:7]([O:8][CH2:9][CH2:10][O:11][CH2:12][CH2:13][O:14][CH2:15][CH2:16][O:17][CH3:18])=[CH:6][CH:5]=[CH:4][C:3]=1[C:19]1[S:20][CH2:21][C@:22]([CH3:27])([C:24]([O:26][CH:29]([CH3:31])[CH3:30])=[O:25])[N:23]=1. The catalyst class is: 9. (5) Reactant: [NH2:1][C@@H:2]1[CH2:7][C:6]([CH2:8][N:9]2[CH2:14][CH2:13][CH:12]([C:15]([O:17]CC)=[O:16])[CH2:11][CH2:10]2)=[CH:5][CH2:4][C@H:3]1[C:20]1[CH:25]=[CH:24][C:23]([Cl:26])=[CH:22][C:21]=1[Cl:27].O1CCCC1.O.[Li+].[OH-].Cl. Product: [NH2:1][C@@H:2]1[CH2:7][C:6]([CH2:8][N:9]2[CH2:14][CH2:13][CH:12]([C:15]([OH:17])=[O:16])[CH2:11][CH2:10]2)=[CH:5][CH2:4][C@H:3]1[C:20]1[CH:25]=[CH:24][C:23]([Cl:26])=[CH:22][C:21]=1[Cl:27]. The catalyst class is: 28. (6) Reactant: C[O:2][C:3](=[O:26])[C@@H:4]([N:9]1[CH2:13][C:12]([O:14][C:15]2[C:24]3[C:19](=[CH:20][CH:21]=[CH:22][CH:23]=3)[CH:18]=[CH:17][CH:16]=2)=[CH:11][C:10]1=[O:25])[CH2:5][CH:6]([CH3:8])[CH3:7].O.[OH-].[Li+].Cl. Product: [CH3:7][CH:6]([CH3:8])[CH2:5][C@H:4]([N:9]1[CH2:13][C:12]([O:14][C:15]2[C:24]3[C:19](=[CH:20][CH:21]=[CH:22][CH:23]=3)[CH:18]=[CH:17][CH:16]=2)=[CH:11][C:10]1=[O:25])[C:3]([OH:26])=[O:2]. The catalyst class is: 30. (7) Reactant: [H-].[Na+].[C:3]([O:7][C:8]([NH:10][C:11]1[CH:19]=[CH:18][CH:17]=[C:16]2[C:12]=1[CH:13]=[N:14][N:15]2[CH:20]([C:25]1[CH:30]=[CH:29][C:28]([Cl:31])=[CH:27][CH:26]=1)[C:21]([O:23][CH3:24])=[O:22])=[O:9])([CH3:6])([CH3:5])[CH3:4].FC(F)(F)S(O[CH2:38][C:39]([F:42])([F:41])[F:40])(=O)=O. Product: [C:3]([O:7][C:8]([NH:10][C:11]1[CH:19]=[CH:18][CH:17]=[C:16]2[C:12]=1[CH:13]=[N:14][N:15]2[C:20]([C:25]1[CH:30]=[CH:29][C:28]([Cl:31])=[CH:27][CH:26]=1)([CH2:38][C:39]([F:42])([F:41])[F:40])[C:21]([O:23][CH3:24])=[O:22])=[O:9])([CH3:6])([CH3:4])[CH3:5]. The catalyst class is: 1. (8) Reactant: [CH2:1]([O:3][CH2:4][C:5](=O)[CH:6]([C:9]1[CH:14]=[CH:13][C:12](C)=[CH:11][CH:10]=1)[C:7]#[N:8])C.O.[NH2:18][NH2:19].[C:20]([OH:23])(=O)C. Product: [CH3:1][O:3][CH2:4][C:5]1[C:6]([C:9]2[CH:10]=[CH:11][C:12]([O:23][CH3:20])=[CH:13][CH:14]=2)=[C:7]([NH2:8])[NH:19][N:18]=1. The catalyst class is: 8.